Dataset: Full USPTO retrosynthesis dataset with 1.9M reactions from patents (1976-2016). Task: Predict the reactants needed to synthesize the given product. (1) Given the product [Cl:1][C:2]1[CH:3]=[C:4]2[C:9](=[CH:10][C:11]=1[O:12][C:13]1[CH:14]=[CH:15][C:16]([C:19](=[O:35])[NH:20][C:21]3[CH:26]=[CH:25][CH:24]=[C:23]([C:27]4[CH:32]=[CH:31][C:30]([Cl:33])=[C:29]([Cl:34])[CH:28]=4)[N:22]=3)=[CH:17][CH:18]=1)[O:8][CH2:7][CH2:6][CH:5]2[C:36]([OH:38])=[O:37], predict the reactants needed to synthesize it. The reactants are: [Cl:1][C:2]1[CH:3]=[C:4]2[C:9](=[CH:10][C:11]=1[O:12][C:13]1[CH:18]=[CH:17][C:16]([C:19](=[O:35])[NH:20][C:21]3[CH:26]=[CH:25][CH:24]=[C:23]([C:27]4[CH:32]=[CH:31][C:30]([Cl:33])=[C:29]([Cl:34])[CH:28]=4)[N:22]=3)=[CH:15][CH:14]=1)[O:8][CH2:7][CH2:6][CH:5]2[C:36]([O:38]CC)=[O:37].[OH-].[Na+]. (2) Given the product [Cl:31][C:26]1[CH:27]=[CH:28][CH:29]=[CH:30][C:25]=1[C:10]1[C:11]2[C:16](=[CH:15][C:14]([O:17][C:18]3[CH:23]=[CH:22][CH:21]=[CH:20][C:19]=3[F:24])=[CH:13][CH:12]=2)[NH:8][N:9]=1, predict the reactants needed to synthesize it. The reactants are: C(OC([N:8]1[C:16]2[C:11](=[CH:12][CH:13]=[C:14]([O:17][C:18]3[CH:23]=[CH:22][CH:21]=[CH:20][C:19]=3[F:24])[CH:15]=2)[C:10]([C:25]2[CH:30]=[CH:29][CH:28]=[CH:27][C:26]=2[Cl:31])=[N:9]1)=O)(C)(C)C.C[O-].[Na+]. (3) Given the product [C:23]([C:2]1[CH:7]=[CH:6][N:5]=[C:4]([N:8]2[C:15]3[C@@H:14]4[CH2:16][C@@H:13]4[CH2:12][C:11]=3[C:10]([C:17]([OH:19])=[O:18])=[N:9]2)[CH:3]=1)#[N:25], predict the reactants needed to synthesize it. The reactants are: Br[C:2]1[CH:7]=[CH:6][N:5]=[C:4]([N:8]2[C:15]3[C@@H:14]4[CH2:16][C@@H:13]4[CH2:12][C:11]=3[C:10]([C:17]([OH:19])=[O:18])=[N:9]2)[CH:3]=1.[H-].[Na+].C[C:23]([N:25](C)C)=O. (4) Given the product [NH2:18][C:17]1[C:21]2[CH:22]=[CH:23][CH:24]=[CH:25][C:20]=2[S:19][C:6]=1[C:7]([O:9][CH2:10][CH3:11])=[O:8], predict the reactants needed to synthesize it. The reactants are: C([O-])C.[Na+].C(OCC)(=O)[CH2:6][C:7]([O:9][CH2:10][CH3:11])=[O:8].Cl[C:17]1[C:21]2[CH:22]=[CH:23][CH:24]=[CH:25][C:20]=2[S:19][N:18]=1.